Dataset: Full USPTO retrosynthesis dataset with 1.9M reactions from patents (1976-2016). Task: Predict the reactants needed to synthesize the given product. (1) Given the product [F:7][C:6]([F:9])([F:8])[CH:5]([C:10]1[CH:11]=[N:12][CH:13]=[C:14]([S:18]([CH3:17])(=[O:20])=[O:19])[CH:15]=1)[OH:4], predict the reactants needed to synthesize it. The reactants are: C([O:4][CH:5]([C:10]1[CH:11]=[N:12][CH:13]=[C:14](Br)[CH:15]=1)[C:6]([F:9])([F:8])[F:7])(=O)C.[CH3:17][S:18]([O-:20])=[O:19].[Na+].N1CCC[C@H]1C(O)=O.C(=O)(O)[O-].[Na+].C(=O)([O-])[O-].[K+].[K+]. (2) Given the product [Br:1][C:2]1[C:10]([Cl:11])=[CH:9][C:8]2[C:4](=[CH:5][N:6]([CH3:21])[N:7]=2)[C:3]=1[C:12]([O:14][CH3:15])=[O:13], predict the reactants needed to synthesize it. The reactants are: [Br:1][C:2]1[C:10]([Cl:11])=[CH:9][C:8]2[NH:7][N:6]=[CH:5][C:4]=2[C:3]=1[C:12]([O:14][CH3:15])=[O:13].F[B-](F)(F)F.[CH3:21][O+](C)C. (3) Given the product [CH3:1][O:2][C:3]1[C:4]([O:29][CH2:30][CH2:31][CH2:32][N:33]2[CH2:34][CH2:35][O:36][CH2:37][CH2:38]2)=[CH:5][C:6]2[CH2:15][CH:14]([C:16]([CH3:20])([CH3:21])[CH2:17][O:18][CH3:19])[N:13]3[C:8](=[CH:9][C:10](=[O:27])[C:11]([C:22]([OH:24])=[O:23])=[CH:12]3)[C:7]=2[CH:28]=1, predict the reactants needed to synthesize it. The reactants are: [CH3:1][O:2][C:3]1[C:4]([O:29][CH2:30][CH2:31][CH2:32][N:33]2[CH2:38][CH2:37][O:36][CH2:35][CH2:34]2)=[CH:5][C:6]2[CH2:15][CH:14]([C:16]([CH3:21])([CH3:20])[CH2:17][O:18][CH3:19])[N:13]3[C:8](=[CH:9][C:10](=[O:27])[C:11]([C:22]([O:24]CC)=[O:23])=[CH:12]3)[C:7]=2[CH:28]=1.[Li+].[OH-].Cl.